From a dataset of Forward reaction prediction with 1.9M reactions from USPTO patents (1976-2016). Predict the product of the given reaction. (1) Given the reactants C(N(CC)CC)C.[OH:8][C:9]1[CH:14]=[C:13]([CH3:15])[N:12]=[C:11]([CH3:16])[CH:10]=1.[F:17][C:18]([F:31])([F:30])[S:19](O[S:19]([C:18]([F:31])([F:30])[F:17])(=[O:21])=[O:20])(=[O:21])=[O:20], predict the reaction product. The product is: [CH3:16][C:11]1[CH:10]=[C:9]([O:8][S:19]([C:18]([F:31])([F:30])[F:17])(=[O:21])=[O:20])[CH:14]=[C:13]([CH3:15])[N:12]=1. (2) Given the reactants [CH2:1]([C:3]1[NH:4][C:5](=[O:27])[C:6]([CH2:12][C:13]2[CH:18]=[CH:17][C:16]([C:19]3[C:20]([C:25]#[N:26])=[CH:21][CH:22]=[CH:23][CH:24]=3)=[CH:15][CH:14]=2)=[C:7]([CH2:9][CH2:10][CH3:11])[N:8]=1)[CH3:2].[C:28]([O:32][C:33]1[CH:38]=[CH:37][C:36](B(O)O)=[CH:35][CH:34]=1)([CH3:31])([CH3:30])[CH3:29].C(N(CC)CC)C.N1C=CC=CC=1, predict the reaction product. The product is: [C:28]([O:32][C:33]1[CH:38]=[CH:37][C:36]([N:4]2[C:5](=[O:27])[C:6]([CH2:12][C:13]3[CH:18]=[CH:17][C:16]([C:19]4[C:20]([C:25]#[N:26])=[CH:21][CH:22]=[CH:23][CH:24]=4)=[CH:15][CH:14]=3)=[C:7]([CH2:9][CH2:10][CH3:11])[N:8]=[C:3]2[CH2:1][CH3:2])=[CH:35][CH:34]=1)([CH3:31])([CH3:29])[CH3:30]. (3) Given the reactants FC(F)(F)C([N:5]1[CH2:10][CH2:9][N:8]([C:11]2[CH:16]=[C:15]([S:17]([N:20]3[C:28]4[C:23](=[CH:24][CH:25]=[C:26]([F:29])[CH:27]=4)[C:22]([CH2:30][O:31][CH3:32])=[CH:21]3)(=[O:19])=[O:18])[CH:14]=[CH:13][C:12]=2[O:33][CH3:34])[CH2:7][CH2:6]1)=O.[OH-].[K+], predict the reaction product. The product is: [F:29][C:26]1[CH:27]=[C:28]2[C:23]([C:22]([CH2:30][O:31][CH3:32])=[CH:21][N:20]2[S:17]([C:15]2[CH:14]=[CH:13][C:12]([O:33][CH3:34])=[C:11]([N:8]3[CH2:9][CH2:10][NH:5][CH2:6][CH2:7]3)[CH:16]=2)(=[O:19])=[O:18])=[CH:24][CH:25]=1. (4) Given the reactants [C:1]([C:5]1[CH:6]=[C:7]([NH:35][C:36]([NH:38][C:39]2[C:48]3[C:43](=[CH:44][CH:45]=[CH:46][CH:47]=3)[CH:42]=[CH:41][CH:40]=2)=[O:37])[N:8]([C:10]2[CH:15]=[CH:14][CH:13]=[C:12]([CH2:16][N:17]3[C@H:21]([CH3:22])[C:20](=[O:23])[N:19](CC4C=CC(OC)=CC=4)[S:18]3(=[O:34])=[O:33])[CH:11]=2)[N:9]=1)([CH3:4])([CH3:3])[CH3:2], predict the reaction product. The product is: [C:1]([C:5]1[CH:6]=[C:7]([NH:35][C:36]([NH:38][C:39]2[C:48]3[C:43](=[CH:44][CH:45]=[CH:46][CH:47]=3)[CH:42]=[CH:41][CH:40]=2)=[O:37])[N:8]([C:10]2[CH:15]=[CH:14][CH:13]=[C:12]([CH2:16][N:17]3[C@H:21]([CH3:22])[C:20](=[O:23])[NH:19][S:18]3(=[O:34])=[O:33])[CH:11]=2)[N:9]=1)([CH3:2])([CH3:3])[CH3:4].